This data is from Full USPTO retrosynthesis dataset with 1.9M reactions from patents (1976-2016). The task is: Predict the reactants needed to synthesize the given product. (1) Given the product [Br:8][C:29]1[S:28][C:27]2[CH2:26][C:25]3[C:21]([C:18]4[CH:17]=[CH:16][C:15]([N:9]5[CH2:14][CH2:13][O:12][CH2:11][CH2:10]5)=[CH:20][CH:19]=4)=[N:22][N:23]([CH2:32][O:33][CH2:34][CH2:35][Si:36]([CH3:39])([CH3:38])[CH3:37])[C:24]=3[C:31]=2[CH:30]=1, predict the reactants needed to synthesize it. The reactants are: C1C(=O)N([Br:8])C(=O)C1.[N:9]1([C:15]2[CH:20]=[CH:19][C:18]([C:21]3[C:25]4[CH2:26][C:27]5[S:28][CH:29]=[CH:30][C:31]=5[C:24]=4[N:23]([CH2:32][O:33][CH2:34][CH2:35][Si:36]([CH3:39])([CH3:38])[CH3:37])[N:22]=3)=[CH:17][CH:16]=2)[CH2:14][CH2:13][O:12][CH2:11][CH2:10]1. (2) Given the product [CH3:15][O:14][CH2:13][CH2:12][N:5]([CH2:4][CH2:3][O:2][CH3:1])[CH2:6][CH2:7][C:8]([NH:10][C:24]1[N:23]([CH3:30])[C:22](=[O:31])[C:21]2[C:26](=[C:17]([I:16])[CH:18]=[CH:19][CH:20]=2)[N:25]=1)([CH3:11])[CH3:9], predict the reactants needed to synthesize it. The reactants are: [CH3:1][O:2][CH2:3][CH2:4][N:5]([CH2:12][CH2:13][O:14][CH3:15])[CH2:6][CH2:7][C:8]([CH3:11])([NH2:10])[CH3:9].[I:16][C:17]1[CH:18]=[CH:19][CH:20]=[C:21]2[C:26]=1[N:25]=[C:24](S(C)=O)[N:23]([CH3:30])[C:22]2=[O:31]. (3) Given the product [Cl:32][C:12]1[N:11]2[C:5]3[CH:4]=[CH:3][C:2]([Cl:1])=[CH:31][C:6]=3[C@@H:7]([C:21]3[CH:26]=[CH:25][CH:24]=[C:23]([O:27][CH3:28])[C:22]=3[O:29][CH3:30])[O:8][C@H:9]([CH2:15][CH2:16][C:17]([O:19][CH3:20])=[O:18])[C:10]2=[CH:14][CH:13]=1, predict the reactants needed to synthesize it. The reactants are: [Cl:1][C:2]1[CH:3]=[CH:4][C:5]2[N:11]3[CH:12]=[CH:13][CH:14]=[C:10]3[C@@H:9]([CH2:15][CH2:16][C:17]([O:19][CH3:20])=[O:18])[O:8][C@H:7]([C:21]3[CH:26]=[CH:25][CH:24]=[C:23]([O:27][CH3:28])[C:22]=3[O:29][CH3:30])[C:6]=2[CH:31]=1.[Cl:32]N1C(=O)CCC1=O.O. (4) Given the product [CH3:16][O:17][C:18]1[CH:23]=[CH:22][C:21]([S:24][CH2:11][CH2:12][C:13]([OH:15])=[O:14])=[CH:20][CH:19]=1, predict the reactants needed to synthesize it. The reactants are: COC1C=CC(SC[CH2:11][CH2:12][C:13]([OH:15])=[O:14])=CC=1.[CH3:16][O:17][C:18]1[CH:23]=[CH:22][C:21]([SH:24])=[CH:20][CH:19]=1.BrCCC(OCC)=O.[OH-].[K+].